This data is from Reaction yield outcomes from USPTO patents with 853,638 reactions. The task is: Predict the reaction yield, written as a fraction of the theoretical maximum amount of product (1.0 means a 100% yield; for example, 0.34 means a 34% yield). (1) The reactants are [H-].[Na+].CN(C=O)C.[OH:8][C:9]1[CH:16]=[N:15][CH:14]=[CH:13][C:10]=1[C:11]#[N:12].[Cl:17][C:18]1[CH:23]=[C:22]([N+]([O-])=O)[CH:21]=[CH:20][N:19]=1. The catalyst is O. The product is [Cl:17][C:18]1[CH:23]=[C:22]([O:8][C:9]2[CH:16]=[N:15][CH:14]=[CH:13][C:10]=2[C:11]#[N:12])[CH:21]=[CH:20][N:19]=1. The yield is 0.00820. (2) The reactants are [C:1]([C:3]1[CH:8]=[CH:7][C:6]([F:9])=[CH:5][CH:4]=1)#[CH:2].C(=O)([O-])[O-].[K+].[K+].CCCC[N+](CCCC)(CCCC)CCCC.[F-].O.C(Cl)(Cl)(Cl)[Cl:36]. No catalyst specified. The product is [Cl:36][C:2]#[C:1][C:3]1[CH:8]=[CH:7][C:6]([F:9])=[CH:5][CH:4]=1. The yield is 0.600. (3) The reactants are CS(C)=O.C(Cl)(=O)C(Cl)=O.N#N.C(Cl)(Cl)Cl.[CH2:17]([O:55][CH:56]1[C@H:60]2[C@H:61]([O:81][Si:82]([C:85]([CH3:88])([CH3:87])[CH3:86])([CH3:84])[CH3:83])[N:62]([C:73]([O:75][CH2:76][C:77]([Cl:80])([Cl:79])[Cl:78])=[O:74])[C:63]3[CH:70]=[CH:69][C:68]([O:71][CH3:72])=[CH:67][C:64]=3[C:65](=[O:66])[N:59]2[CH2:58][C@H:57]1[OH:89])[CH2:18][CH2:19][O:20][CH:21]1[C@H:25]2[C@H:26]([O:46][Si:47]([C:50]([CH3:53])([CH3:52])[CH3:51])([CH3:49])[CH3:48])[N:27]([C:38]([O:40][CH2:41][C:42]([Cl:45])([Cl:44])[Cl:43])=[O:39])[C:28]3[CH:35]=[CH:34][C:33]([O:36][CH3:37])=[CH:32][C:29]=3[C:30](=[O:31])[N:24]2[CH2:23][C@H:22]1[OH:54]. The catalyst is C(Cl)Cl. The product is [CH2:19]([O:20][CH:21]1[C@H:25]2[C@H:26]([O:46][Si:47]([C:50]([CH3:53])([CH3:52])[CH3:51])([CH3:49])[CH3:48])[N:27]([C:38]([O:40][CH2:41][C:42]([Cl:45])([Cl:44])[Cl:43])=[O:39])[C:28]3[CH:35]=[CH:34][C:33]([O:36][CH3:37])=[CH:32][C:29]=3[C:30](=[O:31])[N:24]2[CH2:23][C:22]1=[O:54])[CH2:18][CH2:17][O:55][CH:56]1[C@H:60]2[C@H:61]([O:81][Si:82]([C:85]([CH3:86])([CH3:87])[CH3:88])([CH3:83])[CH3:84])[N:62]([C:73]([O:75][CH2:76][C:77]([Cl:80])([Cl:79])[Cl:78])=[O:74])[C:63]3[CH:70]=[CH:69][C:68]([O:71][CH3:72])=[CH:67][C:64]=3[C:65](=[O:66])[N:59]2[CH2:58][C:57]1=[O:89]. The yield is 0.720. (4) The reactants are [OH-].[Li+].[F:3][CH:4]([F:29])[C:5]1[N:6]([C:17]2[C:26]3[C:21](=[CH:22][CH:23]=[CH:24][CH:25]=3)[C:20]([CH2:27][CH3:28])=[CH:19][CH:18]=2)[C:7]([S:10][CH2:11][C:12]([O:14]CC)=[O:13])=[N:8][N:9]=1. The catalyst is C1COCC1.O. The product is [F:29][CH:4]([F:3])[C:5]1[N:6]([C:17]2[C:26]3[C:21](=[CH:22][CH:23]=[CH:24][CH:25]=3)[C:20]([CH2:27][CH3:28])=[CH:19][CH:18]=2)[C:7]([S:10][CH2:11][C:12]([OH:14])=[O:13])=[N:8][N:9]=1. The yield is 0.990. (5) The reactants are [OH:1][C:2]1[CH:3]=[C:4]2[C:9](=[CH:10][CH:11]=1)[NH:8][C:7](=[O:12])[CH2:6][CH2:5]2.[CH:13]1([N:19]2[C:23]([CH2:24][CH2:25][CH2:26][CH2:27]Cl)=[N:22][N:21]=[N:20]2)[CH2:18][CH2:17][CH2:16][CH2:15][CH2:14]1.C(=O)([O-])[O-].[K+].[K+].C1(C)C=CC=CC=1. The catalyst is [Cl-].C([N+](CCCC)(CCCC)CCCC)CCC.S([O-])([O-])=O.[Na+].[Na+].CO.O. The product is [CH:13]1([N:19]2[C:23]([CH2:24][CH2:25][CH2:26][CH2:27][O:1][C:2]3[CH:3]=[C:4]4[C:9](=[CH:10][CH:11]=3)[NH:8][C:7](=[O:12])[CH2:6][CH2:5]4)=[N:22][N:21]=[N:20]2)[CH2:14][CH2:15][CH2:16][CH2:17][CH2:18]1. The yield is 0.950. (6) The reactants are [NH2:1][C:2]1[CH:10]=[CH:9][CH:8]=[C:7]([Cl:11])[C:3]=1[C:4]([OH:6])=O.O=S(Cl)Cl.[Cl:16][C:17]1[CH:23]=[CH:22][CH:21]=[CH:20][C:18]=1[NH2:19].C(Cl)(Cl)Cl. The yield is 0.260. The catalyst is C1C=CC=CC=1. The product is [NH2:1][C:2]1[CH:10]=[CH:9][CH:8]=[C:7]([Cl:11])[C:3]=1[C:4]([NH:19][C:18]1[CH:20]=[CH:21][CH:22]=[CH:23][C:17]=1[Cl:16])=[O:6]. (7) The reactants are C1COCC1.C([O:13][C:14]1[CH:19]=[CH:18][N:17]([C:20]2[CH:25]=[CH:24][C:23]([O:26][CH2:27][CH2:28][N:29]3[CH2:34][CH2:33][CH2:32][CH2:31][CH2:30]3)=[CH:22][CH:21]=2)[C:16](=[O:35])[CH:15]=1)C1C=CC=CC=1. The catalyst is [H][H].[Pd]. The product is [OH:13][C:14]1[CH:19]=[CH:18][N:17]([C:20]2[CH:21]=[CH:22][C:23]([O:26][CH2:27][CH2:28][N:29]3[CH2:30][CH2:31][CH2:32][CH2:33][CH2:34]3)=[CH:24][CH:25]=2)[C:16](=[O:35])[CH:15]=1. The yield is 0.740. (8) The reactants are [SH:1][CH2:2][C:3]1[CH:4]=[C:5]([CH:9]=[CH:10][CH:11]=1)[C:6]([OH:8])=[O:7].[C:12]([O:16][C:17]([CH3:20])([CH3:19])[CH3:18])(=[O:15])[CH:13]=[CH2:14].C1CCN2C(=NCCC2)CC1. The catalyst is C(#N)C. The product is [C:17]([O:16][C:12](=[O:15])[CH2:13][CH2:14][S:1][CH2:2][C:3]1[CH:4]=[C:5]([CH:9]=[CH:10][CH:11]=1)[C:6]([OH:8])=[O:7])([CH3:20])([CH3:19])[CH3:18]. The yield is 0.470. (9) The reactants are [C:1]1([Mg]Cl)[CH:6]=[CH:5][CH:4]=[CH:3][CH:2]=1.[C:9]1([CH3:18])[CH:14]=[CH:13][CH:12]=[CH:11][C:10]=1[CH2:15][C:16]#[N:17].[BH4-].[Na+].[OH-].[Na+]. The catalyst is CCOCC.[Cl-].[Na+].O.CO. The product is [C:1]1([CH:16]([NH2:17])[CH2:15][C:10]2[CH:11]=[CH:12][CH:13]=[CH:14][C:9]=2[CH3:18])[CH:6]=[CH:5][CH:4]=[CH:3][CH:2]=1. The yield is 0.962. (10) The reactants are Cl.[Cl:2][C:3]1[N:4]=[C:5]([O:13][CH3:14])[S:6][C:7]=1[CH:8]1OCC[O:9]1.[OH-].[Na+]. The catalyst is O1CCCC1. The product is [Cl:2][C:3]1[N:4]=[C:5]([O:13][CH3:14])[S:6][C:7]=1[CH:8]=[O:9]. The yield is 0.900.